The task is: Predict the reactants needed to synthesize the given product.. This data is from Full USPTO retrosynthesis dataset with 1.9M reactions from patents (1976-2016). (1) Given the product [CH2:1]([O:3][C:4]([C:6]1[C:7]([CH3:20])=[C:8]([C:13]([O:15][C:16]([CH3:19])([CH3:18])[CH3:17])=[O:14])[NH:9][C:10]=1[CH:11]=[CH:26][C:24]([O:23][CH2:21][CH3:22])=[O:25])=[O:5])[CH3:2], predict the reactants needed to synthesize it. The reactants are: [CH2:1]([O:3][C:4]([C:6]1[C:7]([CH3:20])=[C:8]([C:13]([O:15][C:16]([CH3:19])([CH3:18])[CH3:17])=[O:14])[NH:9][C:10]=1[CH:11]=O)=[O:5])[CH3:2].[CH2:21]([O:23][C:24]([CH:26]=P(C1C=CC=CC=1)(C1C=CC=CC=1)C1C=CC=CC=1)=[O:25])[CH3:22]. (2) Given the product [O:1]1[CH2:6][CH2:5][N:4]([CH2:7][CH2:8][N:9]([C:10]2[CH:11]=[CH:12][C:13]([NH:16]/[C:17](=[C:24]3\[C:25](=[O:36])[NH:26][C:27]4[C:32]\3=[CH:31][C:30]([N+:33]([O-:35])=[O:34])=[CH:29][CH:28]=4)/[C:18]3[CH:19]=[CH:20][CH:21]=[CH:22][CH:23]=3)=[CH:14][CH:15]=2)[C:37](=[O:39])[CH3:38])[CH2:3][CH2:2]1, predict the reactants needed to synthesize it. The reactants are: [O:1]1[CH2:6][CH2:5][N:4]([CH2:7][CH2:8][NH:9][C:10]2[CH:15]=[CH:14][C:13]([NH:16]/[C:17](=[C:24]3\[C:25](=[O:36])[NH:26][C:27]4[C:32]\3=[CH:31][C:30]([N+:33]([O-:35])=[O:34])=[CH:29][CH:28]=4)/[C:18]3[CH:23]=[CH:22][CH:21]=[CH:20][CH:19]=3)=[CH:12][CH:11]=2)[CH2:3][CH2:2]1.[C:37](Cl)(=[O:39])[CH3:38]. (3) Given the product [CH:17]1([C:4]2[C:5](=[O:16])[N:6]([C:9]3[CH:14]=[CH:13][C:12]([F:15])=[CH:11][CH:10]=3)[N:7]([CH3:8])[C:3]=2[CH2:2][O:27][C:24]2[CH:25]=[CH:26][C:21]([F:20])=[CH:22][CH:23]=2)[CH2:19][CH2:18]1, predict the reactants needed to synthesize it. The reactants are: Br[CH2:2][C:3]1[N:7]([CH3:8])[N:6]([C:9]2[CH:14]=[CH:13][C:12]([F:15])=[CH:11][CH:10]=2)[C:5](=[O:16])[C:4]=1[CH:17]1[CH2:19][CH2:18]1.[F:20][C:21]1[CH:26]=[CH:25][C:24]([OH:27])=[CH:23][CH:22]=1.C(=O)([O-])[O-].[Cs+].[Cs+].[I-].[K+]. (4) Given the product [F:24][C:22]1[CH:21]=[CH:20][C:16]([C:17]([NH:52][C:47]2[CH:48]=[CH:49][CH:50]=[CH:51][C:46]=2[C:45]([NH:44][C:41]2[CH:40]=[CH:39][C:38]([Cl:37])=[CH:43][N:42]=2)=[O:53])=[O:19])=[C:15]([O:14][CH:11]2[CH2:12][CH2:13][N:8]([C:6]([O:5][C:1]([CH3:3])([CH3:4])[CH3:2])=[O:7])[CH2:9][CH2:10]2)[CH:23]=1, predict the reactants needed to synthesize it. The reactants are: [C:1]([O:5][C:6]([N:8]1[CH2:13][CH2:12][CH:11]([O:14][C:15]2[CH:23]=[C:22]([F:24])[CH:21]=[CH:20][C:16]=2[C:17]([OH:19])=O)[CH2:10][CH2:9]1)=[O:7])([CH3:4])([CH3:3])[CH3:2].N1C=CC=CC=1.C(Cl)(=O)C(Cl)=O.[Cl:37][C:38]1[CH:39]=[CH:40][C:41]([NH:44][C:45](=[O:53])[C:46]2[CH:51]=[CH:50][CH:49]=[CH:48][C:47]=2[NH2:52])=[N:42][CH:43]=1. (5) Given the product [F:17][C:18]1[CH:23]=[C:22]([N+:24]([O-:26])=[O:25])[CH:21]=[CH:20][C:19]=1[O:27][C:2]1[CH:7]=[CH:6][N:5]=[C:4]2[CH:8]=[C:9]([C:11]3[N:15]([CH3:16])[CH:14]=[N:13][CH:12]=3)[S:10][C:3]=12, predict the reactants needed to synthesize it. The reactants are: Cl[C:2]1[CH:7]=[CH:6][N:5]=[C:4]2[CH:8]=[C:9]([C:11]3[N:15]([CH3:16])[CH:14]=[N:13][CH:12]=3)[S:10][C:3]=12.[F:17][C:18]1[CH:23]=[C:22]([N+:24]([O-:26])=[O:25])[CH:21]=[CH:20][C:19]=1[OH:27].C([O-])([O-])=O.[K+].[K+].C(Cl)Cl. (6) Given the product [CH2:27]([O:26][C:23]1[CH:22]=[CH:21][C:20]([C:16]2[CH:17]=[CH:18][CH:19]=[C:14]([C:5]3[CH:4]=[C:3]([OH:2])[N:7]([C:8]4[CH:13]=[CH:12][CH:11]=[CH:10][N:9]=4)[N:6]=3)[CH:15]=2)=[CH:25][CH:24]=1)[C:28]1[CH:29]=[CH:30][CH:31]=[CH:32][CH:33]=1, predict the reactants needed to synthesize it. The reactants are: C(=O)(OC(C)(C)C)[O:2][C:3]1[N:7]([C:8]2[CH:13]=[CH:12][CH:11]=[CH:10][N:9]=2)[N:6]=[C:5]([C:14]2[CH:15]=[C:16]([C:20]3[CH:25]=[CH:24][C:23]([O:26][CH2:27][C:28]4[CH:33]=[CH:32][CH:31]=[CH:30][CH:29]=4)=[CH:22][CH:21]=3)[CH:17]=[CH:18][CH:19]=2)[CH:4]=1.C(=O)(OC(C)(C)C)OC1N(C2C=CC=CN=2)N=C(C2C=CC(C3C=CC=CC=3)=CC=2)C=1. (7) Given the product [CH3:1][N:2]1[C:23]([C:14]2[CH:15]=[CH:16][C:17]3[C:22](=[CH:21][CH:20]=[CH:19][CH:18]=3)[C:13]=2[OH:12])=[N:5][C:4]([C:6]2[CH:11]=[CH:10][CH:9]=[CH:8][N:7]=2)=[N:3]1, predict the reactants needed to synthesize it. The reactants are: [CH3:1][NH:2][NH:3][C:4]([C:6]1[CH:11]=[CH:10][CH:9]=[CH:8][N:7]=1)=[NH:5].[OH:12][C:13]1[C:22]2[C:17](=[CH:18][CH:19]=[CH:20][CH:21]=2)[CH:16]=[CH:15][C:14]=1[CH:23]=O. (8) Given the product [Br:2][C:3]1[CH:4]=[CH:5][C:6]([CH2:9][CH2:10][CH2:11][NH:13][CH3:14])=[CH:7][CH:8]=1, predict the reactants needed to synthesize it. The reactants are: B.[Br:2][C:3]1[CH:8]=[CH:7][C:6]([CH2:9][CH2:10][C:11]([NH:13][CH3:14])=O)=[CH:5][CH:4]=1.CO.Cl. (9) The reactants are: [C:1]([O:5][C:6](=[O:12])[CH2:7][CH2:8][CH2:9][CH2:10][NH2:11])([CH3:4])([CH3:3])[CH3:2].C(N(C(C)C)C(C)C)C.Br[C:23]1[N:28]=[CH:27][CH:26]=[CH:25][N:24]=1.O. Given the product [C:1]([O:5][C:6](=[O:12])[CH2:7][CH2:8][CH2:9][CH2:10][NH:11][C:23]1[N:28]=[CH:27][CH:26]=[CH:25][N:24]=1)([CH3:4])([CH3:2])[CH3:3], predict the reactants needed to synthesize it.